Dataset: NCI-60 drug combinations with 297,098 pairs across 59 cell lines. Task: Regression. Given two drug SMILES strings and cell line genomic features, predict the synergy score measuring deviation from expected non-interaction effect. Drug 2: COC1=NC(=NC2=C1N=CN2C3C(C(C(O3)CO)O)O)N. Drug 1: C1=NC2=C(N1)C(=S)N=C(N2)N. Cell line: SF-268. Synergy scores: CSS=7.53, Synergy_ZIP=-4.46, Synergy_Bliss=-0.281, Synergy_Loewe=-25.2, Synergy_HSA=-4.42.